This data is from Full USPTO retrosynthesis dataset with 1.9M reactions from patents (1976-2016). The task is: Predict the reactants needed to synthesize the given product. (1) Given the product [C:20](=[N:33][C:2]1[N:3]=[C:4]2[C:10]([CH3:11])=[CH:9][N:8]([CH2:12][O:13][CH2:14][CH2:15][Si:16]([CH3:19])([CH3:18])[CH3:17])[C:5]2=[N:6][CH:7]=1)([C:27]1[CH:28]=[CH:29][CH:30]=[CH:31][CH:32]=1)[C:21]1[CH:26]=[CH:25][CH:24]=[CH:23][CH:22]=1, predict the reactants needed to synthesize it. The reactants are: Br[C:2]1[N:3]=[C:4]2[C:10]([CH3:11])=[CH:9][N:8]([CH2:12][O:13][CH2:14][CH2:15][Si:16]([CH3:19])([CH3:18])[CH3:17])[C:5]2=[N:6][CH:7]=1.[C:20](=[NH:33])([C:27]1[CH:32]=[CH:31][CH:30]=[CH:29][CH:28]=1)[C:21]1[CH:26]=[CH:25][CH:24]=[CH:23][CH:22]=1.C([O-])([O-])=O.[Cs+].[Cs+].C1C=CC(P(C2C(C3C(P(C4C=CC=CC=4)C4C=CC=CC=4)=CC=C4C=3C=CC=C4)=C3C(C=CC=C3)=CC=2)C2C=CC=CC=2)=CC=1. (2) Given the product [CH:1]1([CH2:7][O:8][C:12]2[O:16][C:15]([C:17]([O:19][CH2:20][CH:21]3[CH2:26][CH2:25][CH2:24][CH2:23][CH2:22]3)=[O:18])=[CH:14][CH:13]=2)[CH2:6][CH2:5][CH2:4][CH2:3][CH2:2]1, predict the reactants needed to synthesize it. The reactants are: [CH:1]1([CH2:7][OH:8])[CH2:6][CH2:5][CH2:4][CH2:3][CH2:2]1.[H-].[Na+].Br[C:12]1[O:16][C:15]([C:17]([O:19][CH2:20][CH:21]2[CH2:26][CH2:25][CH2:24][CH2:23][CH2:22]2)=[O:18])=[CH:14][CH:13]=1. (3) The reactants are: FC(F)(F)S(O[C:7]1[CH:8]=[C:9]2[C:19]3[C:14](=[N:15][CH:16]=[C:17]([O:20][CH3:21])[CH:18]=3)[NH:13][C:10]2=[CH:11][N:12]=1)(=O)=O.CC1(C)C(C)(C)OB([C:32]2[CH:33]=[N:34][N:35]([CH2:37][CH2:38][CH2:39][CH2:40][CH2:41][NH:42][C:43](=[O:49])[O:44][C:45]([CH3:48])([CH3:47])[CH3:46])[CH:36]=2)O1.C(=O)([O-])[O-].[Cs+].[Cs+]. Given the product [CH3:21][O:20][C:17]1[CH:18]=[C:19]2[C:9]3[C:10](=[CH:11][N:12]=[C:7]([C:32]4[CH:33]=[N:34][N:35]([CH2:37][CH2:38][CH2:39][CH2:40][CH2:41][NH:42][C:43](=[O:49])[O:44][C:45]([CH3:47])([CH3:46])[CH3:48])[CH:36]=4)[CH:8]=3)[NH:13][C:14]2=[N:15][CH:16]=1, predict the reactants needed to synthesize it. (4) Given the product [F:16][C:15]1[C:10]([CH2:9][O:8][C:6]2[CH:5]=[CH:4][NH:3][C:2](=[O:20])[CH:7]=2)=[N:11][CH:12]=[C:13]([F:17])[CH:14]=1, predict the reactants needed to synthesize it. The reactants are: Cl[C:2]1[CH:7]=[C:6]([O:8][CH2:9][C:10]2[C:15]([F:16])=[CH:14][C:13]([F:17])=[CH:12][N:11]=2)[CH:5]=[CH:4][N:3]=1.C([O-])(=[O:20])C.[NH4+]. (5) Given the product [CH2:35]([S:36]([NH:1][C:2]1[CH:28]=[CH:27][C:5]2[C:6]([C:9]([NH:11][C:12]3[CH:24]=[CH:23][C:22]([C:25]#[N:26])=[CH:21][C:13]=3[C:14]([OH:16])=[O:15])=[O:10])=[N:7][O:8][C:4]=2[CH:3]=1)(=[O:38])=[O:37])[C:29]1[CH:34]=[CH:33][CH:32]=[CH:31][CH:30]=1, predict the reactants needed to synthesize it. The reactants are: [NH2:1][C:2]1[CH:28]=[CH:27][C:5]2[C:6]([C:9]([NH:11][C:12]3[CH:24]=[CH:23][C:22]([C:25]#[N:26])=[CH:21][C:13]=3[C:14]([O:16]C(C)(C)C)=[O:15])=[O:10])=[N:7][O:8][C:4]=2[CH:3]=1.[C:29]1([CH2:35][S:36](Cl)(=[O:38])=[O:37])[CH:34]=[CH:33][CH:32]=[CH:31][CH:30]=1. (6) Given the product [C:7]([S:10][C:11]1[CH:12]=[C:1]([CH:17]=[CH:18][CH:19]=1)[C:2]([Cl:4])=[O:3])(=[O:9])[CH3:8], predict the reactants needed to synthesize it. The reactants are: [C:1](Cl)(=O)[C:2]([Cl:4])=[O:3].[C:7]([S:10][C:11]1[CH:12]=C([CH:17]=[CH:18][CH:19]=1)C(O)=O)(=[O:9])[CH3:8].C(Cl)(Cl)Cl.